Dataset: Catalyst prediction with 721,799 reactions and 888 catalyst types from USPTO. Task: Predict which catalyst facilitates the given reaction. (1) The catalyst class is: 35. Product: [OH:2][C:3]1[N:4]=[CH:5][C:6]([C:9](=[O:11])[CH3:10])=[N:7][CH:8]=1. Reactant: C[O:2][C:3]1[N:4]=[CH:5][C:6]([C:9](=[O:11])[CH3:10])=[N:7][CH:8]=1.C[S-].[Na+].Cl. (2) Reactant: [CH3:1][N:2]1[CH2:6][CH2:5][CH2:4][C@H:3]1[CH2:7][OH:8].[H-].[Na+].Cl[C:12]1[CH:17]=[CH:16][C:15]([N+:18]([O-:20])=[O:19])=[CH:14][C:13]=1[O:21][CH3:22]. Product: [CH3:22][O:21][C:13]1[CH:14]=[C:15]([N+:18]([O-:20])=[O:19])[CH:16]=[CH:17][C:12]=1[O:8][CH2:7][C@@H:3]1[CH2:4][CH2:5][CH2:6][N:2]1[CH3:1]. The catalyst class is: 3. (3) Reactant: F[C:2]1[N:9]=[CH:8][CH:7]=[CH:6][C:3]=1[C:4]#[N:5].[CH3:10][CH:11]1[O:16][CH:15]([CH3:17])[CH2:14][NH:13][CH2:12]1. Product: [CH3:17][CH:15]1[O:16][CH:11]([CH3:10])[CH2:12][N:13]([C:2]2[N:9]=[CH:8][CH:7]=[CH:6][C:3]=2[C:4]#[N:5])[CH2:14]1. The catalyst class is: 7. (4) Reactant: C([O:5][C:6](=[O:35])[CH2:7][N:8]1[C:13](=[O:14])[C:12]2[CH:15]=[CH:16][N:17]=[CH:18][C:11]=2[N:10]([CH2:19][C:20](=[O:33])[NH:21][C:22]2[CH:27]=[C:26]([Cl:28])[C:25]([O:29][CH3:30])=[CH:24][C:23]=2[O:31][CH3:32])[C:9]1=[O:34])(C)(C)C. Product: [Cl:28][C:26]1[C:25]([O:29][CH3:30])=[CH:24][C:23]([O:31][CH3:32])=[C:22]([NH:21][C:20]([CH2:19][N:10]2[C:11]3[CH:18]=[N:17][CH:16]=[CH:15][C:12]=3[C:13](=[O:14])[N:8]([CH2:7][C:6]([OH:35])=[O:5])[C:9]2=[O:34])=[O:33])[CH:27]=1. The catalyst class is: 157. (5) Reactant: [NH2:1][C:2]1[CH:3]=[CH:4][C:5]([Br:11])=[C:6]([CH:10]=1)[C:7]([OH:9])=[O:8].[F:12][C:13]1[C:20]([F:21])=[C:19]([C:22]([F:25])([F:24])[F:23])[C:18]([F:26])=[C:17]([F:27])[C:14]=1[CH2:15]Br. Product: [Br:11][C:5]1[CH:4]=[CH:3][C:2]([NH:1][CH2:15][C:14]2[C:17]([F:27])=[C:18]([F:26])[C:19]([C:22]([F:23])([F:25])[F:24])=[C:20]([F:21])[C:13]=2[F:12])=[CH:10][C:6]=1[C:7]([OH:9])=[O:8]. The catalyst class is: 3. (6) Reactant: C1C=CC(C2C=CC=CC=2)=CC=1.C1C=CC(OC2C=CC=CC=2)=CC=1.[Br:26][C:27]1[CH:32]=[CH:31][C:30]([O:33][CH3:34])=[CH:29][C:28]=1[NH:35][CH:36]=[C:37]1[C:42](=[O:43])OC(C)(C)OC1=O.C(=O)=O. Product: [Br:26][C:27]1[CH:32]=[CH:31][C:30]([O:33][CH3:34])=[C:29]2[C:28]=1[NH:35][CH:36]=[CH:37][C:42]2=[O:43]. The catalyst class is: 21. (7) Reactant: [Cl:1][C-:2]1[CH:6]=[CH:5][CH:4]=[CH:3]1.[C-:7]1([Cl:12])[CH:11]=[CH:10][CH:9]=[CH:8]1.[Zr+2:13].O=O.C([Li])CCC.[CH3:21][CH2:22][C:23]#[C:24][CH2:25][CH3:26].[Cl:27][P:28]([C:35]1[CH:40]=[CH:39][CH:38]=[CH:37][CH:36]=1)[C:29]1[CH:34]=[CH:33][CH:32]=[CH:31][CH:30]=1.[ClH:41]. Product: [Cl-:1].[Zr+4:13].[CH:2]1([P:28]([CH:7]2[CH:11]=[CH:10][CH:9]=[CH:8]2)([C:35]([CH2:40][CH3:39])=[CH:36][CH2:37][CH3:38])([C:29]2[CH:34]=[CH:33][CH:32]=[CH:31][CH:30]=2)[C:23]2[CH:22]=[CH:21][CH:26]=[CH:25][CH:24]=2)[CH:6]=[CH:5][CH:4]=[CH:3]1.[Cl-:12].[Cl-:27].[Cl-:41]. The catalyst class is: 30. (8) Reactant: Cl.Cl.[CH3:3][O:4][C:5](=[O:36])[C:6]1[CH:11]=[C:10]([C:12]2[CH:17]=[C:16]([O:18][CH:19]3[CH2:24][CH2:23][NH:22][CH2:21][CH2:20]3)[N:15]=[N:14][C:13]=2[CH2:25][CH2:26][CH2:27][CH3:28])[CH:9]=[CH:8][C:7]=1[O:29][CH:30]1[CH2:35][CH2:34][CH2:33][CH2:32][CH2:31]1.C=O.O.[C:40](O[BH-](OC(=O)C)OC(=O)C)(=O)C.[Na+]. Product: [CH3:3][O:4][C:5](=[O:36])[C:6]1[CH:11]=[C:10]([C:12]2[CH:17]=[C:16]([O:18][CH:19]3[CH2:20][CH2:21][N:22]([CH3:40])[CH2:23][CH2:24]3)[N:15]=[N:14][C:13]=2[CH2:25][CH2:26][CH2:27][CH3:28])[CH:9]=[CH:8][C:7]=1[O:29][CH:30]1[CH2:31][CH2:32][CH2:33][CH2:34][CH2:35]1. The catalyst class is: 322. (9) Reactant: C(OC([N:8]1[CH2:13][CH2:12][N:11]([C:14]([O:16][CH2:17][CH2:18][CH2:19][CH3:20])=[O:15])[CH2:10][CH2:9]1)=O)(C)(C)C.C(O)(C(F)(F)F)=O. Product: [CH2:17]([O:16][C:14]([N:11]1[CH2:12][CH2:13][NH:8][CH2:9][CH2:10]1)=[O:15])[CH2:18][CH2:19][CH3:20]. The catalyst class is: 4. (10) Reactant: [F:1][C:2]1[C:7]([NH2:8])=[C:6]([CH3:9])[CH:5]=[CH:4][N:3]=1.CO[CH:12]1[CH2:16][CH2:15][CH:14](OC)O1. Product: [F:1][C:2]1[C:7]([N:8]2[CH:12]=[CH:16][CH:15]=[CH:14]2)=[C:6]([CH3:9])[CH:5]=[CH:4][N:3]=1. The catalyst class is: 15.